This data is from Forward reaction prediction with 1.9M reactions from USPTO patents (1976-2016). The task is: Predict the product of the given reaction. (1) Given the reactants Cl.Cl.[O:3]1[C:8]2=[CH:9][CH:10]=[CH:11][C:7]2=[CH:6][C:5]([CH:12]2[CH2:17][CH2:16][CH2:15][CH2:14][N:13]2[CH2:18][CH2:19][C@H:20]2[CH2:25][CH2:24][C@H:23]([NH2:26])[CH2:22][CH2:21]2)=[CH:4]1.[Cl:27][C:28]1[CH:36]=[C:35]([Cl:37])[CH:34]=[CH:33][C:29]=1[C:30](O)=[O:31], predict the reaction product. The product is: [O:3]1[C:8]2=[CH:9][CH:10]=[CH:11][C:7]2=[CH:6][C:5]([CH:12]2[CH2:17][CH2:16][CH2:15][CH2:14][N:13]2[CH2:18][CH2:19][C@H:20]2[CH2:21][CH2:22][C@H:23]([NH:26][C:30](=[O:31])[C:29]3[CH:33]=[CH:34][C:35]([Cl:37])=[CH:36][C:28]=3[Cl:27])[CH2:24][CH2:25]2)=[CH:4]1. (2) Given the reactants Cl[C:2]1[C:7]([Cl:8])=[CH:6][CH:5]=[CH:4][N:3]=1.[C:9]([Mg]Cl)([CH3:12])([CH3:11])[CH3:10].C(OCC)C, predict the reaction product. The product is: [C:9]([C:2]1[C:7]([Cl:8])=[CH:6][CH:5]=[CH:4][N:3]=1)([CH3:12])([CH3:11])[CH3:10]. (3) Given the reactants Br[C:2]1[CH:25]=[CH:24][C:5]([O:6][C:7]2[N:15]([CH2:16][O:17][CH2:18][CH2:19][Si:20]([CH3:23])([CH3:22])[CH3:21])[C:10]3=[N:11][CH:12]=[CH:13][CH:14]=[C:9]3[N:8]=2)=[CH:4][CH:3]=1.[CH3:26][C:27]1([CH3:43])[C:31]([CH3:33])([CH3:32])[O:30][B:29]([B:29]2[O:30][C:31]([CH3:33])([CH3:32])[C:27]([CH3:43])([CH3:26])[O:28]2)[O:28]1.CC([O-])=O.[K+].CS(C)=O, predict the reaction product. The product is: [CH3:26][C:27]1([CH3:43])[C:31]([CH3:33])([CH3:32])[O:30][B:29]([C:2]2[CH:25]=[CH:24][C:5]([O:6][C:7]3[N:15]([CH2:16][O:17][CH2:18][CH2:19][Si:20]([CH3:23])([CH3:22])[CH3:21])[C:10]4=[N:11][CH:12]=[CH:13][CH:14]=[C:9]4[N:8]=3)=[CH:4][CH:3]=2)[O:28]1. (4) Given the reactants [CH3:1][O:2][C:3]1[CH:21]=[CH:20][C:6]([CH2:7][CH:8]2[CH:16]3[CH:12]([NH:13][C:14](=[O:17])[O:15]3)[CH2:11][S:10](=[O:19])(=[O:18])[CH2:9]2)=[CH:5][C:4]=1[CH2:22][C@H:23]1[CH2:27][O:26][C:25](=[O:28])[N:24]1[CH2:29][CH2:30][CH3:31].CCN(CC)CC.[O:39](C(OC(C)(C)C)=O)[C:40]([O:42][C:43]([CH3:46])([CH3:45])[CH3:44])=O.N, predict the reaction product. The product is: [C:43]([O:42][C:40]([N:13]1[CH:12]2[CH:16]([CH:8]([CH2:7][C:6]3[CH:20]=[CH:21][C:3]([O:2][CH3:1])=[C:4]([CH2:22][C@H:23]4[CH2:27][O:26][C:25](=[O:28])[N:24]4[CH2:29][CH2:30][CH3:31])[CH:5]=3)[CH2:9][S:10](=[O:19])(=[O:18])[CH2:11]2)[O:15][C:14]1=[O:17])=[O:39])([CH3:46])([CH3:45])[CH3:44]. (5) Given the reactants [O:1]=[C:2]1[C:15]2[N:7]([N:8]=[C:9]3[C:14]=2[CH:13]=[CH:12][CH:11]=[CH:10]3)[CH2:6][CH2:5][CH2:4][N:3]1[CH2:16][CH:17]1[CH2:22][CH2:21][N:20]([C:23](OC(C)(C)C)=O)[CH2:19][CH2:18]1.C(Br)[CH2:31][C:32]1[CH:37]=[CH:36][CH:35]=[CH:34][CH:33]=1, predict the reaction product. The product is: [CH2:23]([N:20]1[CH2:19][CH2:18][CH:17]([CH2:16][N:3]2[CH2:4][CH2:5][CH2:6][N:7]3[N:8]=[C:9]4[C:14]([CH:13]=[CH:12][CH:11]=[CH:10]4)=[C:15]3[C:2]2=[O:1])[CH2:22][CH2:21]1)[CH2:31][C:32]1[CH:37]=[CH:36][CH:35]=[CH:34][CH:33]=1. (6) Given the reactants [Br:1][C:2]1[CH:3]=[C:4]([F:10])[C:5](I)=[C:6]([F:8])[CH:7]=1.CC1(C)C(C)(C)OB([C:19]2[O:23][C:22]([Si](C(C)C)(C(C)C)C(C)C)=[N:21][CH:20]=2)O1, predict the reaction product. The product is: [Br:1][C:2]1[CH:3]=[C:4]([F:10])[C:5]([C:19]2[O:23][CH:22]=[N:21][CH:20]=2)=[C:6]([F:8])[CH:7]=1. (7) Given the reactants [Cl:1][C:2]1[C:12]([Cl:13])=[C:11]([Cl:14])[CH:10]=[C:9]([Cl:15])[C:3]=1[O:4][CH2:5][CH:6]1[CH2:8][O:7]1.[CH3:16][O:17][C:18]1[CH:23]=[CH:22][CH:21]=[CH:20][C:19]=1[N:24]1[CH2:29][CH2:28][NH:27][CH2:26][CH2:25]1, predict the reaction product. The product is: [CH3:16][O:17][C:18]1[CH:23]=[CH:22][CH:21]=[CH:20][C:19]=1[N:24]1[CH2:29][CH2:28][N:27]([CH2:8][CH:6]([OH:7])[CH2:5][O:4][C:3]2[C:9]([Cl:15])=[CH:10][C:11]([Cl:14])=[C:12]([Cl:13])[C:2]=2[Cl:1])[CH2:26][CH2:25]1.